This data is from Reaction yield outcomes from USPTO patents with 853,638 reactions. The task is: Predict the reaction yield, written as a fraction of the theoretical maximum amount of product (1.0 means a 100% yield; for example, 0.34 means a 34% yield). The reactants are Cl[C:2]1[C:3]([NH2:9])=[N:4][CH:5]=[N:6][C:7]=1Cl.[O:10]([C:17]1[CH:22]=[CH:21][C:20](B(O)O)=[CH:19][CH:18]=1)[C:11]1[CH:16]=[CH:15][CH:14]=[CH:13][CH:12]=1.[OH:26][CH:27]1[CH2:40][C:29]2([CH2:32][N:31]([C:33]([O:35]C(C)(C)C)=O)[CH2:30]2)[CH2:28]1.[F:41][C:42]1([F:52])[CH2:45][N:44]([CH2:46]/[CH:47]=[CH:48]/C(O)=O)[CH2:43]1. No catalyst specified. The product is [NH2:9][C:3]1[N:4]=[CH:5][N:6]=[C:7]([O:26][CH:27]2[CH2:28][C:29]3([CH2:30][N:31]([C:33](=[O:35])/[CH:48]=[CH:47]/[CH2:46][N:44]4[CH2:45][C:42]([F:52])([F:41])[CH2:43]4)[CH2:32]3)[CH2:40]2)[C:2]=1[C:14]1[CH:15]=[CH:16][C:11]([O:10][C:17]2[CH:22]=[CH:21][CH:20]=[CH:19][CH:18]=2)=[CH:12][CH:13]=1. The yield is 0.0270.